This data is from Catalyst prediction with 721,799 reactions and 888 catalyst types from USPTO. The task is: Predict which catalyst facilitates the given reaction. (1) Reactant: [CH2:1]([O:8][CH2:9][CH2:10][CH2:11][C:12]1[N:13]=[C:14]([C:19]2[CH:24]=[CH:23][C:22]([C:25]([F:28])([F:27])[F:26])=[CH:21][CH:20]=2)[S:15][C:16]=1[CH2:17]O)[C:2]1[CH:7]=[CH:6][CH:5]=[CH:4][CH:3]=1.CS([Cl:33])(=O)=O.C(N(CC)CC)C.O. Product: [CH2:1]([O:8][CH2:9][CH2:10][CH2:11][C:12]1[N:13]=[C:14]([C:19]2[CH:24]=[CH:23][C:22]([C:25]([F:28])([F:27])[F:26])=[CH:21][CH:20]=2)[S:15][C:16]=1[CH2:17][Cl:33])[C:2]1[CH:7]=[CH:6][CH:5]=[CH:4][CH:3]=1. The catalyst class is: 4. (2) Reactant: [Si:1]([O:18][CH2:19][C:20]1[C:21]([O:28][CH2:29][C:30]2[CH:35]=[CH:34][C:33]([O:36][CH3:37])=[CH:32][CH:31]=2)=[N:22][C:23]([C:26]#[N:27])=[N:24][CH:25]=1)([C:14]([CH3:17])([CH3:16])[CH3:15])([C:8]1[CH:13]=[CH:12][CH:11]=[CH:10][CH:9]=1)[C:2]1[CH:7]=[CH:6][CH:5]=[CH:4][CH:3]=1.[OH:38]O.[OH-].[Na+]. Product: [Si:1]([O:18][CH2:19][C:20]1[C:21]([O:28][CH2:29][C:30]2[CH:31]=[CH:32][C:33]([O:36][CH3:37])=[CH:34][CH:35]=2)=[N:22][C:23]([C:26]([NH2:27])=[O:38])=[N:24][CH:25]=1)([C:14]([CH3:16])([CH3:17])[CH3:15])([C:2]1[CH:7]=[CH:6][CH:5]=[CH:4][CH:3]=1)[C:8]1[CH:9]=[CH:10][CH:11]=[CH:12][CH:13]=1. The catalyst class is: 731. (3) Reactant: C[O:2][C:3](=O)[C@H:4]([N:18]1[CH2:23][CH2:22][N:21]([C:24](=[O:37])[NH:25][C:26]2[CH:31]=[CH:30][C:29]([C:32]([F:35])([F:34])[F:33])=[C:28]([Cl:36])[CH:27]=2)[C@@H:20]([CH3:38])[C:19]1=[O:39])[CH2:5][CH2:6][C:7]([N:9]1[CH2:16][CH2:15][C:12]2([CH2:14][CH2:13]2)[C@H:11]([OH:17])[CH2:10]1)=[O:8].[Li+].[BH4-]. Product: [Cl:36][C:28]1[CH:27]=[C:26]([NH:25][C:24]([N:21]2[CH2:22][CH2:23][N:18]([C@@H:4]([CH2:3][OH:2])[CH2:5][CH2:6][C:7]([N:9]3[CH2:16][CH2:15][C:12]4([CH2:13][CH2:14]4)[C@H:11]([OH:17])[CH2:10]3)=[O:8])[C:19](=[O:39])[C@@H:20]2[CH3:38])=[O:37])[CH:31]=[CH:30][C:29]=1[C:32]([F:33])([F:34])[F:35]. The catalyst class is: 5. (4) Reactant: Br[CH2:2][C:3]1[C:10]([N+:11]([O-:13])=[O:12])=[CH:9][C:6]([CH2:7][OH:8])=[CH:5][C:4]=1[N+:14]([O-:16])=[O:15].[C:17]([O-:20])(=[S:19])[CH3:18].[K+]. Product: [C:17]([S:19][CH2:2][C:3]1[C:10]([N+:11]([O-:13])=[O:12])=[CH:9][C:6]([CH2:7][OH:8])=[CH:5][C:4]=1[N+:14]([O-:16])=[O:15])(=[O:20])[CH3:18]. The catalyst class is: 8. (5) Reactant: [CH3:1][O:2][C:3]1[CH:4]=[C:5]([NH2:26])[CH:6]=[CH:7][C:8]=1[C:9]1[O:10][C:11]([C:14]2[C:15]([C:20]3[CH:25]=[CH:24][CH:23]=[CH:22][CH:21]=3)=[N:16][O:17][C:18]=2[CH3:19])=[N:12][N:13]=1.C(N(CC)[CH:31]([CH3:33])[CH3:32])(C)C.Br[CH2:37][CH:38]1[CH2:40][CH2:39]1.[CH3:41][Si]([N-][Si](C)(C)C)(C)C.[K+]. Product: [CH:40]1([CH2:39][CH2:19][C:18]2[O:17][N:16]=[C:15]([C:20]3[CH:21]=[CH:22][CH:23]=[CH:24][CH:25]=3)[C:14]=2[C:11]2[O:10][C:9]([C:8]3[CH:7]=[CH:6][C:5]([NH:26][CH2:41][CH:31]4[CH2:33][CH2:32]4)=[CH:4][C:3]=3[O:2][CH3:1])=[N:13][N:12]=2)[CH2:38][CH2:37]1. The catalyst class is: 1. (6) Reactant: [C:1](Cl)(=[O:5])[CH2:2][CH2:3][CH3:4].[F:7][C:8]([F:20])([F:19])[C:9]1[CH:10]=[C:11]2[C:15](=[CH:16][CH:17]=1)[NH:14][N:13]=[C:12]2[NH2:18]. Product: [F:20][C:8]([F:7])([F:19])[C:9]1[CH:10]=[C:11]2[C:15](=[CH:16][CH:17]=1)[NH:14][N:13]=[C:12]2[NH:18][C:1](=[O:5])[CH2:2][CH2:3][CH3:4]. The catalyst class is: 17.